Dataset: Peptide-MHC class II binding affinity with 134,281 pairs from IEDB. Task: Regression. Given a peptide amino acid sequence and an MHC pseudo amino acid sequence, predict their binding affinity value. This is MHC class II binding data. (1) The peptide sequence is GEHQIVDKIDAAFKI. The MHC is DRB1_0401 with pseudo-sequence DRB1_0401. The binding affinity (normalized) is 0.301. (2) The peptide sequence is LSSKFNKFVSPKSVS. The MHC is DRB1_0405 with pseudo-sequence DRB1_0405. The binding affinity (normalized) is 0.566.